From a dataset of Full USPTO retrosynthesis dataset with 1.9M reactions from patents (1976-2016). Predict the reactants needed to synthesize the given product. (1) Given the product [F:29][C:30]([F:37])([F:36])[C:31](=[O:32])[CH2:25][C:24]([C:22]1[CH:21]=[N:20][N:19]([C:14]2[C:13]([C:12]([F:11])([F:27])[F:28])=[CH:18][CH:17]=[CH:16][N:15]=2)[CH:23]=1)=[O:26], predict the reactants needed to synthesize it. The reactants are: C[Si]([N-][Si](C)(C)C)(C)C.[Li+].[F:11][C:12]([F:28])([F:27])[C:13]1[C:14]([N:19]2[CH:23]=[C:22]([C:24](=[O:26])[CH3:25])[CH:21]=[N:20]2)=[N:15][CH:16]=[CH:17][CH:18]=1.[F:29][C:30]([F:37])([F:36])[C:31](OCC)=[O:32].Cl. (2) Given the product [ClH:39].[NH2:26][C:22]1([C:19]2[N:20]=[CH:21][C:16]([C:10]3[C:11](=[O:15])[C:12]4[C:7]([O:8][C:9]=3[C:33]3[CH:38]=[CH:37][CH:36]=[CH:35][CH:34]=3)=[C:6]3[N:2]([CH3:1])[N:3]=[CH:4][C:5]3=[CH:14][CH:13]=4)=[CH:17][CH:18]=2)[CH2:25][CH2:24][CH2:23]1, predict the reactants needed to synthesize it. The reactants are: [CH3:1][N:2]1[C:6]2=[C:7]3[C:12](=[CH:13][CH:14]=[C:5]2[CH:4]=[N:3]1)[C:11](=[O:15])[C:10]([C:16]1[CH:17]=[CH:18][C:19]([C:22]2([NH:26]S(C(C)(C)C)=O)[CH2:25][CH2:24][CH2:23]2)=[N:20][CH:21]=1)=[C:9]([C:33]1[CH:38]=[CH:37][CH:36]=[CH:35][CH:34]=1)[O:8]3.[ClH:39].O1CCOCC1. (3) Given the product [CH2:12]([NH:14][C:15](=[O:23])[C:16]1[C:21]([Si:25]([CH3:27])([CH3:26])[CH3:24])=[CH:20][CH:19]=[CH:18][C:17]=1[F:22])[CH3:13], predict the reactants needed to synthesize it. The reactants are: [Li]C(CC)C.C1CCCCC1.[CH2:12]([NH:14][C:15](=[O:23])[C:16]1[CH:21]=[CH:20][CH:19]=[CH:18][C:17]=1[F:22])[CH3:13].[CH3:24][Si:25](Cl)([CH3:27])[CH3:26]. (4) Given the product [CH3:1][O:2][C:3]([C:5]1[CH:10]=[CH:9][C:8](=[O:11])[N:7]([CH2:12][C:13]2[CH:14]=[CH:15][CH:16]=[CH:17][CH:18]=2)[C:6]=1[CH2:19][Br:20])=[O:4], predict the reactants needed to synthesize it. The reactants are: [CH3:1][O:2][C:3]([C:5]1[CH:10]=[CH:9][C:8](=[O:11])[N:7]([CH2:12][C:13]2[CH:18]=[CH:17][CH:16]=[CH:15][CH:14]=2)[C:6]=1[CH3:19])=[O:4].[Br:20]N1C(=O)CCC1=O.C(OOC(=O)C1C=CC=CC=1)(=O)C1C=CC=CC=1. (5) Given the product [CH:28]1([CH2:27][C:45]([C:44]2[CH:47]=[CH:48][C:49]([Cl:50])=[C:42]([Cl:41])[CH:43]=2)=[O:46])[CH2:29][CH2:30][CH2:31][CH2:26]1, predict the reactants needed to synthesize it. The reactants are: CCCCC.C(NC(C1C=C2C=C(C([C:26]3[CH:31]=[CH:30][C:29](S(C)(=O)=O)=[CH:28][CH:27]=3)CC(C)C)NC2=NC=1)=O)(C)C.C([Li])(C)(C)C.[Cl:41][C:42]1[CH:43]=[C:44]([CH:47]=[CH:48][C:49]=1[Cl:50])[CH:45]=[O:46]. (6) Given the product [Cl:27][C:24]1[CH:25]=[CH:26][C:11]([NH:10][C:38]([C:37]2[C:31]3[O:30][C:29]([F:41])([F:28])[O:33][C:32]=3[CH:34]=[CH:35][CH:36]=2)=[O:39])=[C:12]([C:13]([NH:15][CH2:16][CH:17]2[CH2:22][CH2:21][CH2:20][CH2:19][CH2:18]2)=[O:14])[CH:23]=1, predict the reactants needed to synthesize it. The reactants are: C(N(C(C)C)CC)(C)C.[NH2:10][C:11]1[CH:26]=[CH:25][C:24]([Cl:27])=[CH:23][C:12]=1[C:13]([NH:15][CH2:16][CH:17]1[CH2:22][CH2:21][CH2:20][CH2:19][CH2:18]1)=[O:14].[F:28][C:29]1([F:41])[O:33][C:32]2[CH:34]=[CH:35][CH:36]=[C:37]([C:38](Cl)=[O:39])[C:31]=2[O:30]1. (7) Given the product [C:3]([N:6]1[C:15]2[C:10](=[CH:11][C:12]([C:16]3[NH:31][CH:32]=[CH:33][N:17]=3)=[CH:13][CH:14]=2)[C@H:9]([NH:18][C:19](=[O:24])[O:20][CH:21]([CH3:22])[CH3:23])[CH2:8][C@@H:7]1[CH3:25])(=[O:5])[CH3:4], predict the reactants needed to synthesize it. The reactants are: [H-].[Na+].[C:3]([N:6]1[C:15]2[C:10](=[CH:11][C:12]([C:16]#[N:17])=[CH:13][CH:14]=2)[C@H:9]([NH:18][C:19](=[O:24])[O:20][CH:21]([CH3:23])[CH3:22])[CH2:8][C@@H:7]1[CH3:25])(=[O:5])[CH3:4].CC(C)C=O.[NH2:31][CH2:32][CH:33]=O.Cl. (8) Given the product [Cl:1][C:2]1[CH:3]=[C:4]([CH:8]=[C:9]([Cl:11])[N:10]=1)[C:5]([O:7][CH3:16])=[O:6], predict the reactants needed to synthesize it. The reactants are: [Cl:1][C:2]1[CH:3]=[C:4]([CH:8]=[C:9]([Cl:11])[N:10]=1)[C:5]([OH:7])=[O:6].S(Cl)(Cl)=O.[C:16]1(C)C=CC=CC=1. (9) Given the product [NH:32]1[CH2:31][CH2:30][N:29]=[C:28]1[CH:25]1[C:26]2[CH:27]=[C:18]([NH2:15])[CH:19]=[CH:20][C:21]=2[CH2:22][CH2:23][CH2:24]1, predict the reactants needed to synthesize it. The reactants are: [N+](C1C=C2C(CCCC2=O)=CC=1)([O-])=O.[N+:15]([C:18]1[CH:27]=[C:26]2[C:21]([CH2:22][CH2:23][CH2:24][CH:25]2[C:28]2[NH:29][CH2:30][CH2:31][N:32]=2)=[CH:20][CH:19]=1)([O-])=O.